Dataset: Reaction yield outcomes from USPTO patents with 853,638 reactions. Task: Predict the reaction yield, written as a fraction of the theoretical maximum amount of product (1.0 means a 100% yield; for example, 0.34 means a 34% yield). (1) The reactants are C([O:3][C:4]([C:6]1[C:7]([N:23]2[CH2:28][CH2:27][O:26][CH2:25][CH2:24]2)=[N:8][C:9]2[C:14]([C:15]=1[C:16]1[CH:21]=[CH:20][CH:19]=[CH:18][CH:17]=1)=[CH:13][C:12]([Cl:22])=[CH:11][CH:10]=2)=[O:5])C.[OH-].[Na+]. The catalyst is C(O)C.O. The product is [Cl:22][C:12]1[CH:13]=[C:14]2[C:9](=[CH:10][CH:11]=1)[N:8]=[C:7]([N:23]1[CH2:28][CH2:27][O:26][CH2:25][CH2:24]1)[C:6]([C:4]([OH:5])=[O:3])=[C:15]2[C:16]1[CH:17]=[CH:18][CH:19]=[CH:20][CH:21]=1. The yield is 0.150. (2) The reactants are [C:1]([C:3]1([C:9]([NH2:11])=[O:10])[CH2:8][CH2:7][CH2:6][CH2:5][CH2:4]1)#[N:2].[ClH:12]. The catalyst is C(O)C.[Pd]. The product is [ClH:12].[NH2:2][CH2:1][C:3]1([C:9]([NH2:11])=[O:10])[CH2:8][CH2:7][CH2:6][CH2:5][CH2:4]1. The yield is 1.00. (3) The reactants are [CH2:1]([O:8][C@:9]1([CH:37]=[CH2:38])[C@@H:13]([CH2:14][O:15][CH2:16][C:17]2[CH:22]=[CH:21][CH:20]=[CH:19][CH:18]=2)[O:12][C@@H:11]([N:23]2[CH:31]=[C:29]([CH3:30])[C:27](=[O:28])[NH:26][C:24]2=[O:25])[C@@H:10]1[O:32]S(C)(=O)=O)[C:2]1[CH:7]=[CH:6][CH:5]=[CH:4][CH:3]=1.O.[OH-].[Na+].Cl. The catalyst is C(O)C. The product is [CH2:1]([O:8][C@:9]1([CH:37]=[CH2:38])[C@@H:13]([CH2:14][O:15][CH2:16][C:17]2[CH:22]=[CH:21][CH:20]=[CH:19][CH:18]=2)[O:12][C@@H:11]([N:23]2[CH:31]=[C:29]([CH3:30])[C:27](=[O:28])[NH:26][C:24]2=[O:25])[C@H:10]1[OH:32])[C:2]1[CH:3]=[CH:4][CH:5]=[CH:6][CH:7]=1. The yield is 0.740.